This data is from Forward reaction prediction with 1.9M reactions from USPTO patents (1976-2016). The task is: Predict the product of the given reaction. (1) Given the reactants [Cl:1][C:2]1[S:6][C:5]([C:7]([NH:9][C:10]2[CH:14]=[CH:13][N:12]([CH2:15][C:16]([OH:18])=O)[N:11]=2)=[O:8])=[CH:4][CH:3]=1.[NH2:19][C:20]1[CH:25]=[CH:24][C:23]([N:26]2[CH:31]=[CH:30][CH:29]=[CH:28][C:27]2=[O:32])=[CH:22][C:21]=1[F:33], predict the reaction product. The product is: [F:33][C:21]1[CH:22]=[C:23]([N:26]2[CH:31]=[CH:30][CH:29]=[CH:28][C:27]2=[O:32])[CH:24]=[CH:25][C:20]=1[NH:19][C:16]([CH2:15][N:12]1[CH:13]=[CH:14][C:10]([NH:9][C:7]([C:5]2[S:6][C:2]([Cl:1])=[CH:3][CH:4]=2)=[O:8])=[N:11]1)=[O:18]. (2) Given the reactants [OH:1][C:2]1[CH:3]=[C:4]([CH2:8][CH2:9][CH2:10][NH:11][C:12]2[N:17]=[C:16]([CH3:18])[C:15]([C:19]([NH:21][C@@H:22]([CH2:26][NH:27][C:28]([C:30]3[S:31][CH:32]=[CH:33][CH:34]=3)=[O:29])[C:23]([OH:25])=[O:24])=[O:20])=[C:14]([CH3:35])[N:13]=2)[CH:5]=[CH:6][CH:7]=1.Br[CH2:37][CH2:38][CH2:39][O:40][CH2:41][CH3:42].[I-].[Na+].C(N(CC)CC)C, predict the reaction product. The product is: [CH2:41]([O:40][CH2:39][CH2:38][CH2:37][O:24][C:23](=[O:25])[C@@H:22]([NH:21][C:19]([C:15]1[C:16]([CH3:18])=[N:17][C:12]([NH:11][CH2:10][CH2:9][CH2:8][C:4]2[CH:5]=[CH:6][CH:7]=[C:2]([OH:1])[CH:3]=2)=[N:13][C:14]=1[CH3:35])=[O:20])[CH2:26][NH:27][C:28]([C:30]1[S:31][CH:32]=[CH:33][CH:34]=1)=[O:29])[CH3:42]. (3) The product is: [Cl:1][C:2]1[N:3]=[C:4]([CH2:18][OH:19])[NH:5][C:6]=1[C:7]1[CH:8]=[C:9]([CH:14]=[CH:15][C:16]=1[CH3:17])[C:10]([OH:12])=[O:11]. Given the reactants [Cl:1][C:2]1[N:3]=[C:4]([CH2:18][O:19]C)[NH:5][C:6]=1[C:7]1[CH:8]=[C:9]([CH:14]=[CH:15][C:16]=1[CH3:17])[C:10]([O:12]C)=[O:11], predict the reaction product. (4) The product is: [CH3:1][O:2][CH2:3][CH:4]([N:8]1[C:24]2[C:19](=[CH:20][C:21]([I:25])=[CH:22][CH:23]=2)[C:18](=[O:26])[C:12]([C:13]([O:15][CH2:16][CH3:17])=[O:14])=[CH:11]1)[CH2:5][O:6][CH3:7]. Given the reactants [CH3:1][O:2][CH2:3][CH:4]([NH2:8])[CH2:5][O:6][CH3:7].CN(C)/[CH:11]=[C:12](/[C:18](=[O:26])[C:19]1[CH:24]=[CH:23][CH:22]=[C:21]([I:25])[CH:20]=1)\[C:13]([O:15][CH2:16][CH3:17])=[O:14].C(=O)([O-])[O-].[K+].[K+], predict the reaction product. (5) Given the reactants [CH:1]1([CH2:4][O:5][C:6]2[N:11]=[C:10]([C:12]([OH:14])=O)[CH:9]=[CH:8][C:7]=2[C:15]2([F:19])[CH2:18][CH2:17][CH2:16]2)[CH2:3][CH2:2]1.Cl.[O:21]=[S:22]1(=[O:30])[CH2:26][CH:25]([C:27]([NH2:29])=[O:28])[NH:24][CH2:23]1, predict the reaction product. The product is: [CH:1]1([CH2:4][O:5][C:6]2[N:11]=[C:10]([C:12]([N:24]3[CH:25]([C:27]([NH2:29])=[O:28])[CH2:26][S:22](=[O:30])(=[O:21])[CH2:23]3)=[O:14])[CH:9]=[CH:8][C:7]=2[C:15]2([F:19])[CH2:18][CH2:17][CH2:16]2)[CH2:2][CH2:3]1. (6) Given the reactants [O:1]=[C:2]([NH:8][C:9]1[CH:14]=[CH:13][C:12]([C:15]([F:18])([F:17])[F:16])=[CH:11][N:10]=1)[CH2:3][CH2:4][C:5]([OH:7])=[O:6].[CH:19](OC)(OC)OC.S(Cl)(Cl)=O, predict the reaction product. The product is: [O:1]=[C:2]([NH:8][C:9]1[CH:14]=[CH:13][C:12]([C:15]([F:18])([F:16])[F:17])=[CH:11][N:10]=1)[CH2:3][CH2:4][C:5]([O:7][CH3:19])=[O:6]. (7) Given the reactants N[C:2]1[N:11]=[C:10]2[C:5]([C:6]([CH3:14])([CH3:13])[CH2:7][C:8](=[O:12])[NH:9]2)=[CH:4][CH:3]=1.N([O-])=O.[Na+].[NH4+].[OH-].[ClH:21], predict the reaction product. The product is: [Cl:21][C:2]1[N:11]=[C:10]2[C:5]([C:6]([CH3:14])([CH3:13])[CH2:7][C:8](=[O:12])[NH:9]2)=[CH:4][CH:3]=1.